This data is from Serine/threonine kinase 33 screen with 319,792 compounds. The task is: Binary Classification. Given a drug SMILES string, predict its activity (active/inactive) in a high-throughput screening assay against a specified biological target. (1) The compound is Clc1cc(c(OC(C)C(OCC(=O)Nc2cc3[nH]c(=O)[nH]c3cc2)=O)cc1)C. The result is 0 (inactive). (2) The compound is O(C1CC(O)(Cc2c1c(O)c1c(c2O)C(=O)c2c(C1=O)cccc2)C(=O)C)C1OC(C(O)C(N)C1)C. The result is 0 (inactive). (3) The molecule is S1(=O)(=O)CC(N2C(=O)/C(C(=C(C2=O)C#N)C)=C/c2oc(cc2)C)CC1. The result is 0 (inactive).